From a dataset of Reaction yield outcomes from USPTO patents with 853,638 reactions. Predict the reaction yield, written as a fraction of the theoretical maximum amount of product (1.0 means a 100% yield; for example, 0.34 means a 34% yield). (1) The reactants are [F:1][C:2]1[CH:7]=[CH:6][C:5]([S:8][CH2:9][CH2:10][CH2:11][C:12]([N:14]([CH2:16][C:17]2[CH:22]=[CH:21][CH:20]=[CH:19][C:18]=2[O:23][CH3:24])[CH3:15])=[O:13])=[CH:4][CH:3]=1.OO.[OH2:27].C(O)(=[O:30])C. No catalyst specified. The product is [F:1][C:2]1[CH:3]=[CH:4][C:5]([S:8]([CH2:9][CH2:10][CH2:11][C:12]([N:14]([CH2:16][C:17]2[CH:22]=[CH:21][CH:20]=[CH:19][C:18]=2[O:23][CH3:24])[CH3:15])=[O:13])(=[O:30])=[O:27])=[CH:6][CH:7]=1. The yield is 0.570. (2) The reactants are COC1C=CC(C[N:8](CC2C=CC(OC)=CC=2)[C:9]2[CH:14]=[C:13]([C:15]3[C:16]([NH:32][C:33]4[CH:34]=[N:35][C:36]([O:39][CH3:40])=[CH:37][CH:38]=4)=[N:17][CH:18]=[C:19]([CH2:21][N:22]4[CH2:27][CH2:26][N:25]([S:28]([CH3:31])(=[O:30])=[O:29])[CH2:24][CH2:23]4)[CH:20]=3)[N:12]=[C:11]([CH3:41])[N:10]=2)=CC=1.FC(F)(F)S(O)(=O)=O. The catalyst is C(O)(C(F)(F)F)=O. The product is [CH3:40][O:39][C:36]1[N:35]=[CH:34][C:33]([NH:32][C:16]2[C:15]([C:13]3[N:12]=[C:11]([CH3:41])[N:10]=[C:9]([NH2:8])[CH:14]=3)=[CH:20][C:19]([CH2:21][N:22]3[CH2:27][CH2:26][N:25]([S:28]([CH3:31])(=[O:30])=[O:29])[CH2:24][CH2:23]3)=[CH:18][N:17]=2)=[CH:38][CH:37]=1. The yield is 0.604. (3) The reactants are [CH3:1][O:2][C:3]1[CH:12]=[CH:11][C:10]2[C:5](=[CH:6][CH:7]=[CH:8][CH:9]=2)[C:4]=1[C:13]([O:15][CH3:16])=[O:14].C(O)(C)(C)C.[K].[CH2:23](I)[CH2:24][CH:25]([CH3:27])[CH3:26]. The catalyst is N. The product is [CH3:1][O:2][C:3]1[C:4]([CH2:23][CH2:24][CH:25]([CH3:27])[CH3:26])([C:13]([O:15][CH3:16])=[O:14])[C:5]2[C:10]([CH2:11][CH:12]=1)=[CH:9][CH:8]=[CH:7][CH:6]=2. The yield is 0.850. (4) The reactants are C([O:5][C:6](=[O:29])[CH2:7][O:8][C:9]1[CH:14]=[CH:13][C:12]([Cl:15])=[CH:11][C:10]=1[C:16]#[C:17][C:18]1[CH:28]=[CH:27][C:21]2[CH2:22][CH2:23][S:24](=[O:26])(=[O:25])[C:20]=2[CH:19]=1)(C)(C)C. The catalyst is C(Cl)Cl.CCCCC. The product is [Cl:15][C:12]1[CH:13]=[CH:14][C:9]([O:8][CH2:7][C:6]([OH:29])=[O:5])=[C:10]([C:16]#[C:17][C:18]2[CH:28]=[CH:27][C:21]3[CH2:22][CH2:23][S:24](=[O:26])(=[O:25])[C:20]=3[CH:19]=2)[CH:11]=1. The yield is 0.930. (5) The reactants are Cl[C:2]1[N:7]=[C:6]([C:8]2[S:12][C:11]([C:13]([CH3:16])([CH3:15])[CH3:14])=[N:10][C:9]=2[C:17]2[C:18]([F:35])=[C:19]([NH:23][S:24]([C:27]3[C:32]([F:33])=[CH:31][CH:30]=[CH:29][C:28]=3[F:34])(=[O:26])=[O:25])[CH:20]=[CH:21][CH:22]=2)[CH:5]=[CH:4][N:3]=1.[OH-].[NH4+:37]. The catalyst is CCCCCCC. The product is [NH2:37][C:2]1[N:7]=[C:6]([C:8]2[S:12][C:11]([C:13]([CH3:16])([CH3:15])[CH3:14])=[N:10][C:9]=2[C:17]2[C:18]([F:35])=[C:19]([NH:23][S:24]([C:27]3[C:32]([F:33])=[CH:31][CH:30]=[CH:29][C:28]=3[F:34])(=[O:26])=[O:25])[CH:20]=[CH:21][CH:22]=2)[CH:5]=[CH:4][N:3]=1. The yield is 0.880. (6) The reactants are [CH3:1][C:2]1([CH3:25])[S:8][C:7]2[CH:9]=[CH:10][CH:11]=[CH:12][C:6]=2[NH:5][C:4](=[O:13])[C@H:3]1[NH:14]C(=O)OCC1C=CC=CC=1.Br.CC(O)=O. The catalyst is CCOCC. The product is [NH2:14][C@H:3]1[C:2]([CH3:1])([CH3:25])[S:8][C:7]2[CH:9]=[CH:10][CH:11]=[CH:12][C:6]=2[NH:5][C:4]1=[O:13]. The yield is 0.822.